From a dataset of Catalyst prediction with 721,799 reactions and 888 catalyst types from USPTO. Predict which catalyst facilitates the given reaction. (1) Reactant: C([N:8]1[CH2:13][CH2:12][CH:11]([N:14]2[CH:18]=[CH:17][N:16]([CH2:19][C:20]3[CH:25]=[CH:24][C:23]([S:26]([CH3:29])(=[O:28])=[O:27])=[CH:22][CH:21]=3)[C:15]2=[O:30])[CH2:10][CH2:9]1)C1C=CC=CC=1. Product: [CH3:29][S:26]([C:23]1[CH:22]=[CH:21][C:20]([CH2:19][N:16]2[CH2:17][CH2:18][N:14]([CH:11]3[CH2:10][CH2:9][NH:8][CH2:13][CH2:12]3)[C:15]2=[O:30])=[CH:25][CH:24]=1)(=[O:28])=[O:27]. The catalyst class is: 29. (2) Reactant: [CH2:1]([N:8]1[CH2:13][CH2:12][C:11](=[O:14])[CH:10]([C:15]2[CH:20]=[CH:19][CH:18]=[CH:17][C:16]=2[Cl:21])[CH2:9]1)[C:2]1[CH:7]=[CH:6][CH:5]=[CH:4][CH:3]=1.[Br:22]Br. Product: [BrH:22].[Br:22][CH:12]1[CH2:13][N:8]([CH2:1][C:2]2[CH:3]=[CH:4][CH:5]=[CH:6][CH:7]=2)[CH2:9][CH:10]([C:15]2[CH:20]=[CH:19][CH:18]=[CH:17][C:16]=2[Cl:21])[C:11]1=[O:14]. The catalyst class is: 22. (3) Reactant: Cl[C:2]1[CH:7]=[CH:6][C:5]([S:8]([N:11]2[CH2:16][CH2:15][N:14]([CH3:17])[CH2:13][CH2:12]2)(=[O:10])=[O:9])=[CH:4][C:3]=1[N+:18]([O-:20])=[O:19].[CH2:21]([NH2:28])[C:22]1[CH:27]=[CH:26][CH:25]=[CH:24][CH:23]=1.CC(OC)(C)C. Product: [CH2:21]([NH:28][C:2]1[CH:7]=[CH:6][C:5]([S:8]([N:11]2[CH2:16][CH2:15][N:14]([CH3:17])[CH2:13][CH2:12]2)(=[O:10])=[O:9])=[CH:4][C:3]=1[N+:18]([O-:20])=[O:19])[C:22]1[CH:27]=[CH:26][CH:25]=[CH:24][CH:23]=1. The catalyst class is: 51. (4) The catalyst class is: 9. Product: [ClH:1].[NH2:20][CH2:2][CH2:3][N:4]1[C:13]2[CH:12]=[CH:11][C:10]([CH3:14])=[CH:9][C:8]=2[C:7](=[O:15])[C:6]2[N:16]([CH3:19])[N:17]=[CH:18][C:5]1=2. Reactant: [Cl:1][CH2:2][CH2:3][N:4]1[C:13]2[CH:12]=[CH:11][C:10]([CH3:14])=[CH:9][C:8]=2[C:7](=[O:15])[C:6]2[N:16]([CH3:19])[N:17]=[CH:18][C:5]1=2.[N-:20]=[N+]=[N-].[Na+].O.